From a dataset of Reaction yield outcomes from USPTO patents with 853,638 reactions. Predict the reaction yield, written as a fraction of the theoretical maximum amount of product (1.0 means a 100% yield; for example, 0.34 means a 34% yield). (1) The reactants are S(Cl)(Cl)=O.[Br:5][C:6]1[CH:7]=[C:8]([N:12]2[C:20]3[C:15](=[CH:16][C:17]([CH2:21]O)=[CH:18][CH:19]=3)[C:14]([C:23]([O:25][CH3:26])=[O:24])=[N:13]2)[CH:9]=[CH:10][CH:11]=1.[Cl:27]CCl. No catalyst specified. The product is [Br:5][C:6]1[CH:7]=[C:8]([N:12]2[C:20]3[C:15](=[CH:16][C:17]([CH2:21][Cl:27])=[CH:18][CH:19]=3)[C:14]([C:23]([O:25][CH3:26])=[O:24])=[N:13]2)[CH:9]=[CH:10][CH:11]=1. The yield is 0.920. (2) The reactants are S(Cl)(Cl)=O.[Br:5][C:6]1[CH:14]=[C:13]([Cl:15])[CH:12]=[CH:11][C:7]=1[C:8]([OH:10])=[O:9].[CH3:16]O. The product is [CH3:16][O:9][C:8](=[O:10])[C:7]1[CH:11]=[CH:12][C:13]([Cl:15])=[CH:14][C:6]=1[Br:5]. The yield is 0.990. No catalyst specified.